This data is from Full USPTO retrosynthesis dataset with 1.9M reactions from patents (1976-2016). The task is: Predict the reactants needed to synthesize the given product. Given the product [CH3:24][C:26]1[C:35]([CH3:36])=[C:34]([O:37][C:38](=[O:39])[CH3:40])[C:33]2[C:28](=[CH:29][CH:30]=[C:31]([F:44])[C:32]=2[F:43])[N:27]=1, predict the reactants needed to synthesize it. The reactants are: [H-].[Na+].C(C1C(C)=C(OC(C2CC2)=O)C2C(=CC(F)=C(F)C=2)N=1)C.[CH2:24]([C:26]1[C:35]([CH3:36])=[C:34]([O:37][C:38]([CH:40]2CC2)=[O:39])[C:33]2[C:28](=[CH:29][CH:30]=[C:31]([F:44])[C:32]=2[F:43])[N:27]=1)C.O.